Dataset: Experimentally validated miRNA-target interactions with 360,000+ pairs, plus equal number of negative samples. Task: Binary Classification. Given a miRNA mature sequence and a target amino acid sequence, predict their likelihood of interaction. The miRNA is hsa-miR-4632-3p with sequence UGCCGCCCUCUCGCUGCUCUAG. Result: 0 (no interaction). The protein sequence of the target gene is MAASGPGCRSWCLCPEVPSATFFTALLSLLVSGPRLFLLQQPLAPSGLTLKSEALRNWQVYRLVTYIFVYENPISLLCGAIIIWRFAGNFERTVGTVRHCFFTVIFAIFSAIIFLSFEAVSSLSKLGEVEDARGFTPVAFAMLGVTTVRSRMRRALVFGMVVPSVLVPWLLLGASWLIPQTSFLSNVCGLSIGLAYGLTYCYSIDLSERVALKLDQTFPFSLMRRISVFKYVSGSSAERRAAQSRKLNPVPGSYPTQSCHPHLSPSHPVSQTQHASGQKLASWPSCTPGHMPTLPPYQPA....